Dataset: Full USPTO retrosynthesis dataset with 1.9M reactions from patents (1976-2016). Task: Predict the reactants needed to synthesize the given product. (1) The reactants are: [C:1]([CH:5]1[CH2:14][CH2:13][C:12]2[N:11]=[C:10]3[S:15][C:16]([C:18]([NH2:20])=[NH:19])=[CH:17][C:9]3=[CH:8][C:7]=2[CH2:6]1)([CH3:4])([CH3:3])[CH3:2].[OH:21][CH2:22][C:23]([CH2:25]O)=O.[NH4+].[Cl-].O. Given the product [C:1]([CH:5]1[CH2:14][CH2:13][C:12]2[N:11]=[C:10]3[S:15][C:16]([C:18]4[NH:20][C:23]([CH2:22][OH:21])=[CH:25][N:19]=4)=[CH:17][C:9]3=[CH:8][C:7]=2[CH2:6]1)([CH3:4])([CH3:2])[CH3:3], predict the reactants needed to synthesize it. (2) Given the product [C:15]([O:1][C:2]1[CH:3]=[C:4]2[C:9](=[CH:10][C:11]=1[O:12][CH3:13])[N:8]=[CH:7][NH:6][C:5]2=[O:14])(=[O:17])[CH3:16], predict the reactants needed to synthesize it. The reactants are: [OH:1][C:2]1[CH:3]=[C:4]2[C:9](=[CH:10][C:11]=1[O:12][CH3:13])[N:8]=[CH:7][NH:6][C:5]2=[O:14].[C:15](OC(=O)C)(=[O:17])[CH3:16].N1C=CC=CC=1.